Dataset: Forward reaction prediction with 1.9M reactions from USPTO patents (1976-2016). Task: Predict the product of the given reaction. (1) The product is: [Br:17][C:18]1[CH:23]=[CH:22][C:21]([S:24]([N:1]2[CH2:6][CH2:5][CH:4]([OH:7])[CH2:3][CH2:2]2)(=[O:26])=[O:25])=[CH:20][CH:19]=1. Given the reactants [NH:1]1[CH2:6][CH2:5][CH:4]([OH:7])[CH2:3][CH2:2]1.CCN(C(C)C)C(C)C.[Br:17][C:18]1[CH:23]=[CH:22][C:21]([S:24](Cl)(=[O:26])=[O:25])=[CH:20][CH:19]=1, predict the reaction product. (2) Given the reactants [CH2:1]([O:3][C:4](=[O:27])[CH2:5][N:6]([CH2:21][C:22]([O:24][CH2:25][CH3:26])=[O:23])[C:7]1[CH:12]=[C:11]([C:13]([NH:15][CH2:16][C:17](=[O:19])[CH3:18])=O)[CH:10]=[CH:9][C:8]=1[CH3:20])[CH3:2].P(Cl)(Cl)(Cl)=O, predict the reaction product. The product is: [CH2:1]([O:3][C:4](=[O:27])[CH2:5][N:6]([CH2:21][C:22]([O:24][CH2:25][CH3:26])=[O:23])[C:7]1[CH:12]=[C:11]([C:13]2[O:19][C:17]([CH3:18])=[CH:16][N:15]=2)[CH:10]=[CH:9][C:8]=1[CH3:20])[CH3:2]. (3) Given the reactants [NH2:1][C:2]1[C:9]([CH3:10])=[CH:8][C:5]([CH:6]=O)=[C:4]([CH3:11])[CH:3]=1.Cl.[CH2:13]([O:20][NH2:21])[C:14]1[CH:19]=[CH:18][CH:17]=[CH:16][CH:15]=1, predict the reaction product. The product is: [CH2:13]([O:20][N:21]=[CH:6][C:5]1[C:4]([CH3:11])=[CH:3][C:2]([NH2:1])=[C:9]([CH3:10])[CH:8]=1)[C:14]1[CH:19]=[CH:18][CH:17]=[CH:16][CH:15]=1. (4) Given the reactants [Cl-].O[NH3+:3].[C:4](=[O:7])([O-])[OH:5].[Na+].CS(C)=O.[OH:13][C:14]([CH3:53])([CH2:51][CH3:52])[CH2:15][O:16][C@H:17]1[CH2:22][CH2:21][C@H:20]([N:23]2[C:28](=[O:29])[C:27]([CH2:30][C:31]3[CH:36]=[CH:35][C:34]([C:37]4[C:38]([C:43]#[N:44])=[CH:39][CH:40]=[CH:41][CH:42]=4)=[CH:33][CH:32]=3)=[C:26]([CH2:45][CH2:46][CH3:47])[N:25]3[N:48]=[CH:49][N:50]=[C:24]23)[CH2:19][CH2:18]1, predict the reaction product. The product is: [OH:13][C:14]([CH3:53])([CH2:51][CH3:52])[CH2:15][O:16][C@H:17]1[CH2:22][CH2:21][C@H:20]([N:23]2[C:28](=[O:29])[C:27]([CH2:30][C:31]3[CH:36]=[CH:35][C:34]([C:37]4[CH:42]=[CH:41][CH:40]=[CH:39][C:38]=4[C:43]4[NH:3][C:4](=[O:7])[O:5][N:44]=4)=[CH:33][CH:32]=3)=[C:26]([CH2:45][CH2:46][CH3:47])[N:25]3[N:48]=[CH:49][N:50]=[C:24]23)[CH2:19][CH2:18]1. (5) Given the reactants [Cl:1][C:2]1[CH:3]=[C:4]([CH:9]2[CH2:11][CH:10]2[CH2:12]O)[CH:5]=[CH:6][C:7]=1[Cl:8].[S:14]([Cl:17])([Cl:16])=[O:15].[NH:18]1[C:22]2[CH:23]=[CH:24][CH:25]=[CH:26][C:21]=2[N:20]=[N:19]1, predict the reaction product. The product is: [S:14]([Cl:17])([Cl:16])=[O:15].[NH:18]1[C:22]2[CH:23]=[CH:24][CH:25]=[CH:26][C:21]=2[N:20]=[N:19]1.[Cl:8][C:7]1[CH:6]=[CH:5][C:4]([CH:9]2[CH2:11][CH:10]2[CH2:12][Cl:16])=[CH:3][C:2]=1[Cl:1]. (6) The product is: [C:1]([O:5][C:6](=[N:29][NH:30][C:31]([NH2:33])=[O:32])[CH2:7][CH:8]([NH2:11])[CH:9]=[O:10])([CH3:4])([CH3:2])[CH3:3]. Given the reactants [C:1]([O:5][C:6](=[N:29][NH:30][C:31]([NH2:33])=[O:32])[CH2:7][CH:8]([NH:11]C(OCC1C2CC3C(=CC=CC=3)C=2C=CC=1)=O)[CH:9]=[O:10])([CH3:4])([CH3:3])[CH3:2].C(NCC)C, predict the reaction product. (7) Given the reactants [NH2:1][C:2]1[CH:7]=[CH:6][C:5]([CH3:8])=[CH:4][N:3]=1.[Al](Cl)(C)C.[F:13][CH:14]([F:40])[C:15]1[O:16][C:17]2[CH:23]=[C:22]([C:24](OCC)=[O:25])[CH:21]=[C:20]([O:29][C:30]3[CH:35]=[CH:34][C:33]([S:36]([CH3:39])(=[O:38])=[O:37])=[CH:32][CH:31]=3)[C:18]=2[CH:19]=1, predict the reaction product. The product is: [F:40][CH:14]([F:13])[C:15]1[O:16][C:17]2[CH:23]=[C:22]([C:24]([NH:1][C:2]3[CH:7]=[CH:6][C:5]([CH3:8])=[CH:4][N:3]=3)=[O:25])[CH:21]=[C:20]([O:29][C:30]3[CH:31]=[CH:32][C:33]([S:36]([CH3:39])(=[O:37])=[O:38])=[CH:34][CH:35]=3)[C:18]=2[CH:19]=1.